Dataset: Reaction yield outcomes from USPTO patents with 853,638 reactions. Task: Predict the reaction yield, written as a fraction of the theoretical maximum amount of product (1.0 means a 100% yield; for example, 0.34 means a 34% yield). (1) The reactants are Cl[C:2]1[CH:9]=[CH:8][C:5]([C:6]#[N:7])=[CH:4][C:3]=1[N+:10]([O-])=O.Cl.C[O:15][C:16](=O)[CH2:17][NH2:18].C([O-])(O)=O.[Na+]. The catalyst is CCO.CO.[Pd]. The product is [C:6]([C:5]1[CH:4]=[C:3]2[C:2]([NH:18][CH2:17][C:16](=[O:15])[NH:10]2)=[CH:9][CH:8]=1)#[N:7]. The yield is 1.00. (2) The reactants are [H-].[Na+].[CH3:3][C:4]1([CH3:11])[O:8][CH:7]([CH2:9][OH:10])[CH2:6][O:5]1.CN(C=O)C.CS([C:21]1[N:22]=[C:23]([NH:42][C:43]2[CH:48]=[CH:47][C:46]([C:49]([F:52])([F:51])[F:50])=[CH:45][CH:44]=2)[C:24]2[CH2:30][CH2:29][N:28]([C:31]3[C:36]([C:37]([F:40])([F:39])[F:38])=[CH:35][CH:34]=[CH:33][N:32]=3)[CH2:27][CH2:26][C:25]=2[N:41]=1)(=O)=O. The catalyst is CO. The product is [CH3:3][C:4]1([CH3:11])[O:8][C@@H:7]([CH2:9][O:10][C:21]2[N:22]=[C:23]([NH:42][C:43]3[CH:48]=[CH:47][C:46]([C:49]([F:52])([F:50])[F:51])=[CH:45][CH:44]=3)[C:24]3[CH2:30][CH2:29][N:28]([C:31]4[C:36]([C:37]([F:40])([F:39])[F:38])=[CH:35][CH:34]=[CH:33][N:32]=4)[CH2:27][CH2:26][C:25]=3[N:41]=2)[CH2:6][O:5]1. The yield is 0.700. (3) The reactants are Br[C:2]1[CH:11]=[C:10]2[C:5]([N:6]=[CH:7][CH:8]=[N:9]2)=[C:4]([C:12]([NH:14][CH2:15][C:16]([O:18][CH2:19][CH3:20])=[O:17])=[O:13])[C:3]=1[OH:21].C([Sn](CCCC)(CCCC)[C:27]1[S:28][CH:29]=[CH:30][CH:31]=1)CCC. The catalyst is O1CCOCC1.C1C=CC([P]([Pd]([P](C2C=CC=CC=2)(C2C=CC=CC=2)C2C=CC=CC=2)([P](C2C=CC=CC=2)(C2C=CC=CC=2)C2C=CC=CC=2)[P](C2C=CC=CC=2)(C2C=CC=CC=2)C2C=CC=CC=2)(C2C=CC=CC=2)C2C=CC=CC=2)=CC=1. The product is [OH:21][C:3]1[C:4]([C:12]([NH:14][CH2:15][C:16]([O:18][CH2:19][CH3:20])=[O:17])=[O:13])=[C:5]2[C:10](=[CH:11][C:2]=1[C:27]1[S:28][CH:29]=[CH:30][CH:31]=1)[N:9]=[CH:8][CH:7]=[N:6]2. The yield is 0.750. (4) The reactants are [CH2:1]([O:3][C:4](=[O:18])[C:5]1[C:10]([N+:11]([O-:13])=[O:12])=[CH:9][CH:8]=[C:7]([CH3:14])[C:6]=1[N+:15]([O-:17])=[O:16])[CH3:2].CO[CH:21]([N:24]([CH3:26])[CH3:25])OC. The catalyst is CN(C=O)C. The product is [CH2:1]([O:3][C:4](=[O:18])[C:5]1[C:10]([N+:11]([O-:13])=[O:12])=[CH:9][CH:8]=[C:7]([CH:14]=[CH:21][N:24]([CH3:26])[CH3:25])[C:6]=1[N+:15]([O-:17])=[O:16])[CH3:2]. The yield is 0.580. (5) The catalyst is CO. The reactants are C([O:4][CH2:5][C:6]1[O:10][N:9]=[C:8]([N:11]2[CH2:16][CH2:15][N:14]([C:17]([O:19][C:20]([CH3:23])([CH3:22])[CH3:21])=[O:18])[CH2:13][CH2:12]2)[N:7]=1)(=O)C.[OH-].[Na+]. The product is [OH:4][CH2:5][C:6]1[O:10][N:9]=[C:8]([N:11]2[CH2:12][CH2:13][N:14]([C:17]([O:19][C:20]([CH3:23])([CH3:22])[CH3:21])=[O:18])[CH2:15][CH2:16]2)[N:7]=1. The yield is 0.890.